This data is from Forward reaction prediction with 1.9M reactions from USPTO patents (1976-2016). The task is: Predict the product of the given reaction. (1) Given the reactants [N:1]1[CH:6]=[CH:5][CH:4]=[CH:3][C:2]=1[CH2:7][N:8]1[CH2:13][CH2:12][NH:11][CH2:10][CH2:9]1.[C:14]([O:18][C:19]([N:21]1[C@@H:25]([C@H:26]([OH:33])[C:27]2[CH:32]=[CH:31][CH:30]=[CH:29][CH:28]=2)[CH2:24][CH2:23][C@H:22]1[CH2:34][C:35]1[CH:43]=[CH:42][C:38]([C:39](O)=[O:40])=[CH:37][CH:36]=1)=[O:20])([CH3:17])([CH3:16])[CH3:15].C(N(CC)C(C)C)(C)C.CN(C(ON1N=NC2C=CC=NC1=2)=[N+](C)C)C.F[P-](F)(F)(F)(F)F, predict the reaction product. The product is: [OH:33][C@H:26]([C:27]1[CH:28]=[CH:29][CH:30]=[CH:31][CH:32]=1)[C@H:25]1[CH2:24][CH2:23][C@@H:22]([CH2:34][C:35]2[CH:43]=[CH:42][C:38]([C:39]([N:11]3[CH2:12][CH2:13][N:8]([CH2:7][C:2]4[CH:3]=[CH:4][CH:5]=[CH:6][N:1]=4)[CH2:9][CH2:10]3)=[O:40])=[CH:37][CH:36]=2)[N:21]1[C:19]([O:18][C:14]([CH3:17])([CH3:16])[CH3:15])=[O:20]. (2) Given the reactants [Br:1][C:2]1[CH:11]=[CH:10][CH:9]=[C:8]2[C:3]=1[CH:4]=[CH:5][C:6](Cl)=[N:7]2.[CH3:13][O:14][C:15]1[CH:22]=[CH:21][CH:20]=[CH:19][C:16]=1[CH2:17][NH2:18], predict the reaction product. The product is: [Br:1][C:2]1[CH:11]=[CH:10][CH:9]=[C:8]2[C:3]=1[CH:4]=[CH:5][C:6]([NH:18][CH2:17][C:16]1[CH:19]=[CH:20][CH:21]=[CH:22][C:15]=1[O:14][CH3:13])=[N:7]2.